Dataset: Forward reaction prediction with 1.9M reactions from USPTO patents (1976-2016). Task: Predict the product of the given reaction. (1) Given the reactants [NH:1]1[CH:5]=[CH:4][CH:3]=[N:2]1.CC([O-])(C)C.[K+].F[C:13]1[CH:18]=[C:17]([CH3:19])[CH:16]=[CH:15][N:14]=1, predict the reaction product. The product is: [CH3:19][C:17]1[CH:16]=[CH:15][N:14]=[C:13]([N:1]2[CH:5]=[CH:4][CH:3]=[N:2]2)[CH:18]=1. (2) Given the reactants [CH:1]1([NH:7][C:8]2[N:13]=[C:12]([C:14]3[C:22]4[C:17](=[N:18][CH:19]=[CH:20][CH:21]=4)[NH:16][CH:15]=3)[CH:11]=[CH:10][N:9]=2)[CH2:6][CH2:5][CH2:4][CH2:3][CH2:2]1.[CH3:23]C([O-])(C)C.[K+].CI, predict the reaction product. The product is: [CH:1]1([NH:7][C:8]2[N:13]=[C:12]([C:14]3[C:22]4[C:17](=[N:18][CH:19]=[CH:20][CH:21]=4)[N:16]([CH3:23])[CH:15]=3)[CH:11]=[CH:10][N:9]=2)[CH2:2][CH2:3][CH2:4][CH2:5][CH2:6]1. (3) Given the reactants [Cl:1][C:2]1[CH:3]=[C:4]([N:8]2[N:12]=[C:11]([CH:13](O)[CH3:14])[CH:10]=[N:9]2)[CH:5]=[CH:6][CH:7]=1.O=S(Cl)[Cl:18], predict the reaction product. The product is: [Cl:18][CH:13]([C:11]1[CH:10]=[N:9][N:8]([C:4]2[CH:5]=[CH:6][CH:7]=[C:2]([Cl:1])[CH:3]=2)[N:12]=1)[CH3:14]. (4) Given the reactants [N+:1]([C:4]1[CH:9]=[CH:8][CH:7]=[CH:6][C:5]=1[S:10](Cl)(=[O:12])=[O:11])([O-:3])=[O:2].CN.[CH2:16]([N:18](CC)CC)C, predict the reaction product. The product is: [CH3:16][NH:18][S:10]([C:5]1[CH:6]=[CH:7][CH:8]=[CH:9][C:4]=1[N+:1]([O-:3])=[O:2])(=[O:12])=[O:11]. (5) Given the reactants Cl[C:2]1[C:11]2[C:6](=[CH:7][C:8]([O:19][CH3:20])=[C:9]([C:12]([O:14][C:15]([CH3:18])([CH3:17])[CH3:16])=[O:13])[CH:10]=2)[N:5]=[CH:4][CH:3]=1.C(N(C(C)C)CC)(C)C.[F:30][C:31]1[CH:36]=[C:35]([N+:37]([O-:39])=[O:38])[CH:34]=[CH:33][C:32]=1[OH:40], predict the reaction product. The product is: [F:30][C:31]1[CH:36]=[C:35]([N+:37]([O-:39])=[O:38])[CH:34]=[CH:33][C:32]=1[O:40][C:2]1[C:11]2[C:6](=[CH:7][C:8]([O:19][CH3:20])=[C:9]([C:12]([O:14][C:15]([CH3:18])([CH3:17])[CH3:16])=[O:13])[CH:10]=2)[N:5]=[CH:4][CH:3]=1. (6) Given the reactants Cl.[NH2:2][C@@H:3]1[CH2:8][CH2:7][C@H:6]([NH:9][C:10](=[O:27])[C:11]2[CH:16]=[C:15]([F:17])[CH:14]=[N:13][C:12]=2[O:18][C:19]2[CH:24]=[CH:23][CH:22]=[C:21]([S:25][CH3:26])[CH:20]=2)[CH2:5][CH2:4]1.C(N(CC)CC)C.[CH3:35][O:36][C:37](Cl)=[O:38], predict the reaction product. The product is: [CH3:35][O:36][C:37](=[O:38])[NH:2][C@H:3]1[CH2:8][CH2:7][C@@H:6]([NH:9][C:10]([C:11]2[C:12]([O:18][C:19]3[CH:24]=[CH:23][CH:22]=[C:21]([S:25][CH3:26])[CH:20]=3)=[N:13][CH:14]=[C:15]([F:17])[CH:16]=2)=[O:27])[CH2:5][CH2:4]1.